This data is from NCI-60 drug combinations with 297,098 pairs across 59 cell lines. The task is: Regression. Given two drug SMILES strings and cell line genomic features, predict the synergy score measuring deviation from expected non-interaction effect. (1) Drug 1: CN(C)C1=NC(=NC(=N1)N(C)C)N(C)C. Drug 2: CC1=CC=C(C=C1)C2=CC(=NN2C3=CC=C(C=C3)S(=O)(=O)N)C(F)(F)F. Cell line: SF-295. Synergy scores: CSS=0.852, Synergy_ZIP=-2.08, Synergy_Bliss=-4.04, Synergy_Loewe=-2.41, Synergy_HSA=-2.79. (2) Drug 1: C1=CC=C(C(=C1)C(C2=CC=C(C=C2)Cl)C(Cl)Cl)Cl. Cell line: M14. Drug 2: C1=NC2=C(N1)C(=S)N=CN2. Synergy scores: CSS=32.4, Synergy_ZIP=0.965, Synergy_Bliss=2.03, Synergy_Loewe=-17.4, Synergy_HSA=1.80.